Predict the product of the given reaction. From a dataset of Forward reaction prediction with 1.9M reactions from USPTO patents (1976-2016). (1) Given the reactants [ClH:1].[F:2][CH:3]([F:28])[CH2:4][N:5]1[CH2:10][C:9]2([CH2:15][CH2:14][N:13](C(OC(C)(C)C)=O)[CH2:12][CH2:11]2)[O:8][CH:7]([C:23]2[O:24][CH:25]=[CH:26][N:27]=2)[CH2:6]1, predict the reaction product. The product is: [ClH:1].[F:28][CH:3]([F:2])[CH2:4][N:5]1[CH2:10][C:9]2([CH2:15][CH2:14][NH:13][CH2:12][CH2:11]2)[O:8][CH:7]([C:23]2[O:24][CH:25]=[CH:26][N:27]=2)[CH2:6]1. (2) Given the reactants [Cl:1][C:2]1[CH:3]=[C:4]([C:12](=O)[CH3:13])[CH:5]=[C:6]([C:8]([F:11])([F:10])[F:9])[CH:7]=1.[CH3:15][NH2:16].[BH4-].[Na+].O, predict the reaction product. The product is: [Cl:1][C:2]1[CH:3]=[C:4]([CH:12]([NH:16][CH3:15])[CH3:13])[CH:5]=[C:6]([C:8]([F:11])([F:10])[F:9])[CH:7]=1. (3) The product is: [NH2:4][C@:5]1([C:22]([OH:23])=[O:88])[C@@H:9]([CH2:10][CH2:11][CH2:12][B:13]([OH:14])[OH:17])[CH2:8][N:7]([C:30]2[CH:31]=[N:32][CH:33]=[C:34]([CH:40]=2)[C:35]([OH:37])=[O:36])[CH2:6]1. Given the reactants C([NH:4][C@:5]1([C:22](NC(C)(C)C)=[O:23])[C@@H:9]([CH2:10][CH2:11][CH2:12][B:13]2[O:17]C(C)(C)C(C)(C)[O:14]2)[CH2:8][NH:7][CH2:6]1)(=O)C.Br[C:30]1[CH:31]=[N:32][CH:33]=[C:34]([CH:40]=1)[C:35]([O:37]CC)=[O:36].C1C=CC(P(C2C=CC3C(=CC=CC=3)C=2C2C3C(=CC=CC=3)C=CC=2P(C2C=CC=CC=2)C2C=CC=CC=2)C2C=CC=CC=2)=CC=1.C(=O)([O-])[O-:88].[Cs+].[Cs+], predict the reaction product. (4) Given the reactants [H-].[Na+].[N:3]1[CH:8]=[CH:7][C:6]([N:9]2[CH2:13][CH2:12][NH:11][C:10]2=[O:14])=[CH:5][CH:4]=1.CN(C=O)C.Br[CH2:21][C:22]([O:24][C:25]([CH3:28])([CH3:27])[CH3:26])=[O:23], predict the reaction product. The product is: [O:14]=[C:10]1[N:9]([C:6]2[CH:5]=[CH:4][N:3]=[CH:8][CH:7]=2)[CH2:13][CH2:12][N:11]1[CH2:21][C:22]([O:24][C:25]([CH3:28])([CH3:27])[CH3:26])=[O:23]. (5) The product is: [CH3:1][N:2]([CH2:3][CH:5]1[CH2:8][CH:7]([OH:9])[CH2:6]1)[CH3:10]. Given the reactants [CH3:1][N:2]([CH3:10])[C:3]([CH:5]1[CH2:8][C:7](=[O:9])[CH2:6]1)=O.[H-].[H-].[H-].[H-].[Li+].[Al+3], predict the reaction product. (6) Given the reactants [N:1]1([S:7]([C:10]2[CH:11]=[C:12]([CH:16]=[CH:17][CH:18]=2)[C:13]([OH:15])=O)(=[O:9])=[O:8])[CH2:6][CH2:5][CH2:4][CH2:3][CH2:2]1.[NH2:19][C:20]1[C:25]([OH:26])=[CH:24][CH:23]=[CH:22][N:21]=1, predict the reaction product. The product is: [OH:26][C:25]1[C:20]([NH:19][C:13](=[O:15])[C:12]2[CH:16]=[CH:17][CH:18]=[C:10]([S:7]([N:1]3[CH2:2][CH2:3][CH2:4][CH2:5][CH2:6]3)(=[O:8])=[O:9])[CH:11]=2)=[N:21][CH:22]=[CH:23][CH:24]=1. (7) Given the reactants [CH3:1][O:2][C:3](=[O:16])[C@H:4]([CH2:9][CH:10]1[CH2:15][CH2:14][CH2:13][CH2:12][CH2:11]1)[CH2:5][C:6]([OH:8])=O.C(Cl)CCl.ON1C2C=CC=CC=2N=N1.[NH:31]1[CH2:36][CH2:35][O:34][CH2:33][CH2:32]1, predict the reaction product. The product is: [CH3:1][O:2][C:3](=[O:16])[C@H:4]([CH2:9][CH:10]1[CH2:15][CH2:14][CH2:13][CH2:12][CH2:11]1)[CH2:5][C:6]([N:31]1[CH2:36][CH2:35][O:34][CH2:33][CH2:32]1)=[O:8].